This data is from Peptide-MHC class II binding affinity with 134,281 pairs from IEDB. The task is: Regression. Given a peptide amino acid sequence and an MHC pseudo amino acid sequence, predict their binding affinity value. This is MHC class II binding data. (1) The peptide sequence is VLMEWLKTRPILSPL. The MHC is HLA-DPA10103-DPB10401 with pseudo-sequence HLA-DPA10103-DPB10401. The binding affinity (normalized) is 0.550. (2) The peptide sequence is SKMSVVMRNTTWEGQ. The MHC is DRB1_0405 with pseudo-sequence DRB1_0405. The binding affinity (normalized) is 0.480. (3) The binding affinity (normalized) is 0.327. The MHC is HLA-DQA10102-DQB10501 with pseudo-sequence HLA-DQA10102-DQB10501. The peptide sequence is GAFLVRNGKKLIPSW. (4) The peptide sequence is GKIILVAVHVASGYI. The MHC is HLA-DQA10201-DQB10202 with pseudo-sequence HLA-DQA10201-DQB10202. The binding affinity (normalized) is 0.117. (5) The MHC is DRB1_0101 with pseudo-sequence DRB1_0101. The peptide sequence is QPGVAMPNLYKMQRM. The binding affinity (normalized) is 0.870. (6) The binding affinity (normalized) is 0.390. The MHC is DRB1_0101 with pseudo-sequence DRB1_0101. The peptide sequence is ASEFSSLPSYAAYAT. (7) The peptide sequence is IIFSQNMNIKLKMPL. The MHC is HLA-DPA10201-DPB10101 with pseudo-sequence HLA-DPA10201-DPB10101. The binding affinity (normalized) is 0.381. (8) The peptide sequence is KFTQFAGKDLESIKG. The MHC is DRB1_0802 with pseudo-sequence DRB1_0802. The binding affinity (normalized) is 0.387. (9) The peptide sequence is GPGSTGLNITGVTCG. The binding affinity (normalized) is 0.161. The MHC is DRB1_1302 with pseudo-sequence DRB1_1302. (10) The peptide sequence is DFALIVNAPNHEGIQ. The MHC is DRB1_0401 with pseudo-sequence DRB1_0401. The binding affinity (normalized) is 0.666.